From a dataset of Forward reaction prediction with 1.9M reactions from USPTO patents (1976-2016). Predict the product of the given reaction. (1) The product is: [CH:6]([C@@H:1]1[CH2:7][CH2:4][C@H:3](/[CH:8]=[CH:9]\[C:10]2[CH:15]=[CH:14][CH:13]=[CH:12][CH:11]=2)[CH2:2]1)=[CH2:5]. Given the reactants [CH:1]12[CH2:7][CH:4]([CH2:5][CH2:6]1)[CH:3]=[CH:2]2.[CH2:8]=[CH:9][C:10]1[CH:15]=[CH:14][CH:13]=[CH:12][CH:11]=1, predict the reaction product. (2) Given the reactants [F:1][CH:2]([F:28])[C:3]1[C:4]([CH2:19][NH:20][C:21](=O)[O:22]C(C)(C)C)=[CH:5][C:6]([C:9]2[CH:10]=[N:11][C:12]([C:15]([F:18])([F:17])[F:16])=[N:13][CH:14]=2)=[N:7][CH:8]=1.[ClH:29].O1[CH2:35][CH2:34]OCC1, predict the reaction product. The product is: [ClH:29].[F:28][CH:2]([F:1])[C:3]1[C:4]([CH2:19][NH:20][C:21]([C@@H:8]2[CH2:3][C@@H:2]([F:1])[C@H:34]([CH3:35])[NH:7]2)=[O:22])=[CH:5][C:6]([C:9]2[CH:10]=[N:11][C:12]([C:15]([F:18])([F:17])[F:16])=[N:13][CH:14]=2)=[N:7][CH:8]=1. (3) Given the reactants Cl[C:2]1[CH:7]=[CH:6][C:5]([N+:8]([O-:10])=[O:9])=[CH:4][N:3]=1.C(=O)([O-])[O-].[K+].[K+].[NH:17]1[CH2:21][CH2:20][CH2:19][CH2:18]1.CCOC(C)=O, predict the reaction product. The product is: [N+:8]([C:5]1[CH:6]=[CH:7][C:2]([N:17]2[CH2:21][CH2:20][CH2:19][CH2:18]2)=[N:3][CH:4]=1)([O-:10])=[O:9]. (4) Given the reactants C(O[C:6]([N:8]([CH2:10][C:11]1[CH:12]=[C:13]([C:17]2[CH:22]=[CH:21][CH:20]=[C:19]([CH2:23][O:24][C:25]3[CH:30]=[CH:29][CH:28]=[CH:27][C:26]=3[CH2:31][C:32]([O:34][CH3:35])=[O:33])[CH:18]=2)[CH:14]=[CH:15][CH:16]=1)C)=O)(C)(C)C.[ClH:36], predict the reaction product. The product is: [CH3:6][NH:8][CH2:10][C:11]1[CH:12]=[C:13]([C:17]2[CH:22]=[CH:21][CH:20]=[C:19]([CH2:23][O:24][C:25]3[CH:30]=[CH:29][CH:28]=[CH:27][C:26]=3[CH2:31][C:32]([O:34][CH3:35])=[O:33])[CH:18]=2)[CH:14]=[CH:15][CH:16]=1.[ClH:36]. (5) Given the reactants [Br:1][C:2]1[C:3](=[O:16])[N:4]([CH:10]2[CH2:15][CH2:14][CH2:13][CH2:12][CH2:11]2)[N:5]([CH3:9])[C:6]=1[CH2:7]Br.[Cl:17][C:18]1[CH:19]=[CH:20][C:21]([O:30][CH3:31])=[C:22]([N:24]2[CH2:29][CH2:28][NH:27][CH2:26][CH2:25]2)[CH:23]=1.C(=O)([O-])[O-].[K+].[K+], predict the reaction product. The product is: [Br:1][C:2]1[C:3](=[O:16])[N:4]([CH:10]2[CH2:15][CH2:14][CH2:13][CH2:12][CH2:11]2)[N:5]([CH3:9])[C:6]=1[CH2:7][N:27]1[CH2:26][CH2:25][N:24]([C:22]2[CH:23]=[C:18]([Cl:17])[CH:19]=[CH:20][C:21]=2[O:30][CH3:31])[CH2:29][CH2:28]1. (6) Given the reactants Cl.[NH2:2][C@@H:3]1[CH2:8][CH2:7][C@H:6]([OH:9])[CH2:5][CH2:4]1.O=[CH:11][CH2:12][C:13]1([C:29](OCC)=[O:30])[CH2:18][CH2:17][CH2:16][N:15]([C:19]([O:21][CH2:22][C:23]2[CH:28]=[CH:27][CH:26]=[CH:25][CH:24]=2)=[O:20])[CH2:14]1.C(N(CC)CC)C.C(O[BH-](OC(=O)C)OC(=O)C)(=O)C.[Na+], predict the reaction product. The product is: [OH:9][C@@H:6]1[CH2:7][CH2:8][C@H:3]([N:2]2[CH2:11][CH2:12][C:13]3([CH2:18][CH2:17][CH2:16][N:15]([C:19]([O:21][CH2:22][C:23]4[CH:24]=[CH:25][CH:26]=[CH:27][CH:28]=4)=[O:20])[CH2:14]3)[C:29]2=[O:30])[CH2:4][CH2:5]1. (7) Given the reactants [C:1]([C:4]1[CH:9]=[CH:8][CH:7]=[CH:6][CH:5]=1)(=[O:3])[CH3:2].[OH:10][C:11]1[CH:12]=[C:13]([CH:16]=[CH:17][C:18]=1[N+:19]([O-:21])=[O:20])[CH:14]=[O:15], predict the reaction product. The product is: [OH:15][CH:14]([C:13]1[CH:16]=[CH:17][C:18]([N+:19]([O-:21])=[O:20])=[C:11]([OH:10])[CH:12]=1)[CH2:2][C:1]([C:4]1[CH:9]=[CH:8][CH:7]=[CH:6][CH:5]=1)=[O:3].